Dataset: NCI-60 drug combinations with 297,098 pairs across 59 cell lines. Task: Regression. Given two drug SMILES strings and cell line genomic features, predict the synergy score measuring deviation from expected non-interaction effect. Drug 1: C1CC(=O)NC(=O)C1N2CC3=C(C2=O)C=CC=C3N. Drug 2: CN1C(=O)N2C=NC(=C2N=N1)C(=O)N. Cell line: ACHN. Synergy scores: CSS=-1.69, Synergy_ZIP=0.00694, Synergy_Bliss=1.18, Synergy_Loewe=-5.26, Synergy_HSA=-0.784.